From a dataset of Forward reaction prediction with 1.9M reactions from USPTO patents (1976-2016). Predict the product of the given reaction. (1) The product is: [N:22]1([CH2:29][CH2:30][N:31]2[CH2:32][CH2:33][CH:34]([NH:37][C:16]([C:10]3[NH:11][C:12]4[C:8]([CH:9]=3)=[C:7]([O:6][CH:2]([CH3:1])[CH:3]([CH3:4])[CH3:5])[CH:15]=[CH:14][CH:13]=4)=[O:18])[CH2:35][CH2:36]2)[CH2:28][CH2:27][CH2:26][CH2:25][CH2:24][CH2:23]1. Given the reactants [CH3:1][CH:2]([O:6][C:7]1[CH:15]=[CH:14][CH:13]=[C:12]2[C:8]=1[CH:9]=[C:10]([C:16]([OH:18])=O)[NH:11]2)[CH:3]([CH3:5])[CH3:4].Cl.Cl.Cl.[N:22]1([CH2:29][CH2:30][N:31]2[CH2:36][CH2:35][CH:34]([NH2:37])[CH2:33][CH2:32]2)[CH2:28][CH2:27][CH2:26][CH2:25][CH2:24][CH2:23]1, predict the reaction product. (2) Given the reactants [C:1]([O:5][C:6]([NH:8][C@@H:9]1[CH2:14][CH2:13][CH2:12][CH2:11][C@@H:10]1[NH2:15])=[O:7])([CH3:4])([CH3:3])[CH3:2].C(N(CC)CC)C.[CH2:23](Br)[C:24]1[CH:29]=[CH:28][CH:27]=[CH:26][CH:25]=1, predict the reaction product. The product is: [CH2:23]([NH:15][C@@H:10]1[CH2:11][CH2:12][CH2:13][CH2:14][C@@H:9]1[NH:8][C:6]([O:5][C:1]([CH3:4])([CH3:2])[CH3:3])=[O:7])[C:24]1[CH:29]=[CH:28][CH:27]=[CH:26][CH:25]=1.